This data is from Reaction yield outcomes from USPTO patents with 853,638 reactions. The task is: Predict the reaction yield, written as a fraction of the theoretical maximum amount of product (1.0 means a 100% yield; for example, 0.34 means a 34% yield). (1) The catalyst is CN(C=O)C. The yield is 0.570. The product is [NH2:15][C:16]1[CH:17]=[C:18]([C:19]([N:12]2[CH2:13][CH:14]3[CH:10]([CH:9]3[C:6]3[CH:7]=[CH:8][C:3]([O:2][CH3:1])=[CH:4][CH:5]=3)[CH2:11]2)=[O:20])[CH:22]=[CH:23][C:24]=1[CH3:25]. The reactants are [CH3:1][O:2][C:3]1[CH:8]=[CH:7][C:6]([CH:9]2[CH:14]3[CH:10]2[CH2:11][NH:12][CH2:13]3)=[CH:5][CH:4]=1.[NH2:15][C:16]1[CH:17]=[C:18]([CH:22]=[CH:23][C:24]=1[CH3:25])[C:19](O)=[O:20].Cl.C(N=C=NCCCN(C)C)C.ON1C2C=CC=CC=2N=N1.C(N(C(C)C)CC)(C)C.C([O-])(O)=O.[Na+]. (2) The reactants are CC(C)([O-])C.[K+].[CH2:7]([O:9][C:10](=[O:29])[C:11]([C:17](=[O:28])[C:18]1[C:23](F)=[C:22]([F:25])[CH:21]=[C:20]([F:26])[C:19]=1[F:27])=[CH:12][NH:13][CH:14]1[CH2:16][CH2:15]1)[CH3:8]. The catalyst is C1COCC1.O1CCOCC1. The product is [CH2:7]([O:9][C:10]([C:11]1[C:17](=[O:28])[C:18]2[C:23](=[C:22]([F:25])[CH:21]=[C:20]([F:26])[C:19]=2[F:27])[N:13]([CH:14]2[CH2:16][CH2:15]2)[CH:12]=1)=[O:29])[CH3:8]. The yield is 0.790. (3) The reactants are [NH2:1][C:2]1[CH:7]=[C:6]([OH:8])[CH:5]=[CH:4][C:3]=1[S:9][C:10]1[CH:15]=[CH:14][C:13]([NH:16][C:17](=[O:19])[CH3:18])=[CH:12][CH:11]=1.[CH2:20](Br)[C:21]1[CH:26]=[CH:25][CH:24]=[CH:23][CH:22]=1.C(=O)([O-])[O-].[K+].[K+]. The catalyst is CN(C=O)C. The product is [NH2:1][C:2]1[CH:7]=[C:6]([O:8][CH2:20][C:21]2[CH:26]=[CH:25][CH:24]=[CH:23][CH:22]=2)[CH:5]=[CH:4][C:3]=1[S:9][C:10]1[CH:15]=[CH:14][C:13]([NH:16][C:17](=[O:19])[CH3:18])=[CH:12][CH:11]=1. The yield is 1.00. (4) The reactants are C[Si](C)(C)CCOC[N:7]1[C:11]2=[N:12][CH:13]=[CH:14][C:15]([C:16]3[N:20]=[C:19]([C:21]4[CH:22]=[C:23]([CH:26]=[CH:27][CH:28]=4)[C:24]#[N:25])[O:18][N:17]=3)=[C:10]2[CH:9]=[CH:8]1.[C:31]([OH:37])([C:33]([F:36])([F:35])[F:34])=[O:32].CO. The catalyst is [OH-].[NH4+]. The product is [C:31]([OH:37])([C:33]([F:36])([F:35])[F:34])=[O:32].[F:34][C:33]([F:36])([F:35])[C:31]([OH:37])=[O:32].[NH:7]1[C:11]2=[N:12][CH:13]=[CH:14][C:15]([C:16]3[N:20]=[C:19]([C:21]4[CH:22]=[C:23]([CH:26]=[CH:27][CH:28]=4)[C:24]#[N:25])[O:18][N:17]=3)=[C:10]2[CH:9]=[CH:8]1. The yield is 0.00200.